Dataset: Forward reaction prediction with 1.9M reactions from USPTO patents (1976-2016). Task: Predict the product of the given reaction. (1) Given the reactants CC[O-].[Na+].Cl.[CH:6]([NH2:8])=[NH:7].[CH2:9]([O:11][C:12](=[O:26])[C:13]([C:18](=O)[C:19]1[CH:24]=[CH:23][CH:22]=[CH:21][CH:20]=1)=[CH:14]N(C)C)[CH3:10], predict the reaction product. The product is: [CH2:9]([O:11][C:12]([C:13]1[C:18]([C:19]2[CH:20]=[CH:21][CH:22]=[CH:23][CH:24]=2)=[N:7][CH:6]=[N:8][CH:14]=1)=[O:26])[CH3:10]. (2) The product is: [CH2:7]([C:8]1[O:22][C:12]([C:13]2[CH:18]=[CH:17][C:16]([F:19])=[C:15]([CH:14]=2)[C:20]#[N:21])=[N:11][N:10]=1)[C:1]1[CH:2]=[CH:3][CH:4]=[CH:5][CH:6]=1. Given the reactants [C:1]1([CH2:7][C:8]([NH:10][NH:11][C:12](=[O:22])[C:13]2[CH:18]=[CH:17][C:16]([F:19])=[C:15]([C:20]#[N:21])[CH:14]=2)=O)[CH:6]=[CH:5][CH:4]=[CH:3][CH:2]=1.O, predict the reaction product. (3) Given the reactants [CH2:1]([O:8][CH:9]([C:50]1[CH:55]=[CH:54][C:53]([F:56])=[CH:52][CH:51]=1)[CH2:10][CH2:11][CH:12]([CH:27]([C:36]1[CH:41]=[CH:40][C:39]([O:42][CH2:43][C:44]2[CH:49]=[CH:48][CH:47]=[CH:46][CH:45]=2)=[CH:38][CH:37]=1)[NH:28][C:29]1[CH:34]=[CH:33][C:32]([F:35])=[CH:31][CH:30]=1)C(N1C(C2C=CC=CC=2)COC1=O)=O)[C:2]1[CH:7]=[CH:6][CH:5]=[CH:4][CH:3]=1.C[O-].[Na+].[CH3:60][O:61][C:62](=O)[O:63]C.Cl, predict the reaction product. The product is: [CH3:60][O:61][C:62](=[O:63])[CH:12]([CH:27]([C:36]1[CH:37]=[CH:38][C:39]([O:42][CH2:43][C:44]2[CH:45]=[CH:46][CH:47]=[CH:48][CH:49]=2)=[CH:40][CH:41]=1)[NH:28][C:29]1[CH:34]=[CH:33][C:32]([F:35])=[CH:31][CH:30]=1)[CH2:11][CH2:10][CH:9]([O:8][CH2:1][C:2]1[CH:7]=[CH:6][CH:5]=[CH:4][CH:3]=1)[C:50]1[CH:55]=[CH:54][C:53]([F:56])=[CH:52][CH:51]=1. (4) Given the reactants [NH2:1][C@H:2]1[C:7](C)(C)[S:6][C@H:5]2[CH2:10][CH2:11][CH2:12][CH2:13][N:4]2[C:3]1=[O:14].C1C2C(COC(N[C@@H](CSC(C3C=CC=CC=3)(C3C=CC=CC=3)C3C=CC=CC=3)C(O)=O)=O)C3C(=CC=CC=3)C=2C=CC=1, predict the reaction product. The product is: [NH2:1][C@H:2]1[CH2:7][S:6][C@H:5]2[CH2:10][CH2:11][CH2:12][CH2:13][N:4]2[C:3]1=[O:14].